This data is from Catalyst prediction with 721,799 reactions and 888 catalyst types from USPTO. The task is: Predict which catalyst facilitates the given reaction. Reactant: [NH2:1][C:2]1([C:8]([OH:10])=[O:9])[CH2:7][CH2:6][CH2:5][CH2:4][CH2:3]1.O.O.O.O.O.[OH-].C[N+](C)(C)C.[C:22](O[C:22]([O:24][C:25]([CH3:28])([CH3:27])[CH3:26])=[O:23])([O:24][C:25]([CH3:28])([CH3:27])[CH3:26])=[O:23]. Product: [C:22]([NH:1][C:2]1([C:8]([OH:10])=[O:9])[CH2:7][CH2:6][CH2:5][CH2:4][CH2:3]1)([O:24][C:25]([CH3:28])([CH3:27])[CH3:26])=[O:23]. The catalyst class is: 10.